From a dataset of Reaction yield outcomes from USPTO patents with 853,638 reactions. Predict the reaction yield, written as a fraction of the theoretical maximum amount of product (1.0 means a 100% yield; for example, 0.34 means a 34% yield). (1) The product is [Cl:1][C:2]1[N:7]=[C:6]([C:8]([NH2:19])=[O:9])[C:5]([NH:13][CH2:14][CH:15]2[CH2:18][O:17][CH2:16]2)=[CH:4][N:3]=1. The yield is 0.450. No catalyst specified. The reactants are [Cl:1][C:2]1[N:7]=[C:6]([C:8](OCC)=[O:9])[C:5]([NH:13][CH2:14][CH:15]2[CH2:18][O:17][CH2:16]2)=[CH:4][N:3]=1.[NH3:19]. (2) The reactants are [CH3:1][O:2][C:3]1[CH:8]=[CH:7][C:6]([CH2:9][CH2:10][NH2:11])=[CH:5][CH:4]=1.[C:12](OC(=O)C)(=[O:14])[CH3:13].C(N(CC)CC)C. The catalyst is C(Cl)(Cl)Cl. The product is [CH3:1][O:2][C:3]1[CH:8]=[CH:7][C:6]([CH2:9][CH2:10][NH:11][C:12](=[O:14])[CH3:13])=[CH:5][CH:4]=1. The yield is 0.939.